From a dataset of Buchwald-Hartwig C-N cross coupling reaction yields with 55,370 reactions. Predict the reaction yield, written as a fraction of the theoretical maximum amount of product (1.0 means a 100% yield; for example, 0.34 means a 34% yield). The reactants are CCc1ccc(Br)cc1.Cc1ccc(N)cc1.O=S(=O)(O[Pd]1c2ccccc2-c2ccccc2N~1)C(F)(F)F.CC(C)c1cc(C(C)C)c(-c2ccccc2P(C2CCCCC2)C2CCCCC2)c(C(C)C)c1.CN(C)C(=NC(C)(C)C)N(C)C.Cc1ccon1. No catalyst specified. The product is CCc1ccc(Nc2ccc(C)cc2)cc1. The yield is 0.510.